This data is from Full USPTO retrosynthesis dataset with 1.9M reactions from patents (1976-2016). The task is: Predict the reactants needed to synthesize the given product. The reactants are: [CH2:1]([C:7]1[CH:8]=[C:9]([CH2:15][CH2:16][C:17]([OH:19])=O)[CH:10]=[CH:11][C:12]=1[O:13][CH3:14])[CH2:2][CH2:3][CH2:4][CH2:5][CH3:6].O. Given the product [CH2:1]([C:7]1[CH:8]=[C:9]2[C:10](=[CH:11][C:12]=1[O:13][CH3:14])[C:17](=[O:19])[CH2:16][CH2:15]2)[CH2:2][CH2:3][CH2:4][CH2:5][CH3:6], predict the reactants needed to synthesize it.